This data is from Full USPTO retrosynthesis dataset with 1.9M reactions from patents (1976-2016). The task is: Predict the reactants needed to synthesize the given product. Given the product [C:13]([N:5]1[C:6]2[C:11](=[CH:10][C:9]([Br:12])=[CH:8][CH:7]=2)[C@H:2]([NH:1][C:18]2[CH:25]=[CH:24][C:21]([C:22]#[N:23])=[CH:20][N:19]=2)[CH2:3][C@@H:4]1[CH3:16])(=[O:15])[CH3:14], predict the reactants needed to synthesize it. The reactants are: [NH2:1][C@H:2]1[C:11]2[C:6](=[CH:7][CH:8]=[C:9]([Br:12])[CH:10]=2)[N:5]([C:13](=[O:15])[CH3:14])[C@@H:4]([CH3:16])[CH2:3]1.Cl[C:18]1[CH:25]=[CH:24][C:21]([C:22]#[N:23])=[CH:20][N:19]=1.CCN(C(C)C)C(C)C.O.